From a dataset of Catalyst prediction with 721,799 reactions and 888 catalyst types from USPTO. Predict which catalyst facilitates the given reaction. (1) Reactant: [N:1]([C@@H:4]([C@@H:37]([C:44]1[CH:49]=[CH:48][C:47]([Cl:50])=[CH:46][CH:45]=1)[CH:38]1[CH2:43][CH2:42][O:41][CH2:40][CH2:39]1)[C:5]([NH:7][C:8]1[CH:35]=[CH:34][CH:33]=[C:32]([F:36])[C:9]=1[CH2:10][CH2:11][C@@H:12]1[N:17]([S:18]([CH:21]2[CH2:23][CH2:22]2)(=[O:20])=[O:19])[C@@H:16]([CH3:24])[CH2:15][N:14]([C:25]([O:27][C:28]([CH3:31])([CH3:30])[CH3:29])=[O:26])[CH2:13]1)=[O:6])=[N+]=[N-].CP(C)C. Product: [NH2:1][C@@H:4]([C@@H:37]([C:44]1[CH:49]=[CH:48][C:47]([Cl:50])=[CH:46][CH:45]=1)[CH:38]1[CH2:39][CH2:40][O:41][CH2:42][CH2:43]1)[C:5]([NH:7][C:8]1[CH:35]=[CH:34][CH:33]=[C:32]([F:36])[C:9]=1[CH2:10][CH2:11][C@@H:12]1[N:17]([S:18]([CH:21]2[CH2:23][CH2:22]2)(=[O:20])=[O:19])[C@@H:16]([CH3:24])[CH2:15][N:14]([C:25]([O:27][C:28]([CH3:31])([CH3:30])[CH3:29])=[O:26])[CH2:13]1)=[O:6]. The catalyst class is: 161. (2) Reactant: [CH2:1]([N:3]([CH2:20][CH3:21])[CH2:4][CH2:5][NH:6]C(C1C=CC2C(=CC=C(I)C=2)C=1)=O)[CH3:2].[I:22][C:23]1[CH:36]=[C:35]([C:37]([O:39]C)=O)[C:34]2[C:25](=[CH:26][C:27]3[C:32]([N:33]=2)=[CH:31][CH:30]=[CH:29][CH:28]=3)[CH:24]=1.[K+].[Br-].IC1C=C2C(=CC=1)NC(C(OCC)=O)=C2.Cl.C(N(CC)CCNC(C1SC2C=CC=C(I)C=2C=1)=O)C. Product: [CH2:1]([N:3]([CH2:20][CH3:21])[CH2:4][CH2:5][NH:6][C:37]([C:35]1[C:34]2[C:25](=[CH:26][C:27]3[C:32]([N:33]=2)=[CH:31][CH:30]=[CH:29][CH:28]=3)[CH:24]=[C:23]([I:22])[CH:36]=1)=[O:39])[CH3:2]. The catalyst class is: 429. (3) Reactant: [N:1]1([C:8]2[CH:13]=[CH:12][C:11](Br)=[CH:10][C:9]=2/[CH:15]=[C:16](\[CH2:22][CH3:23])/[C:17]([O:19][CH2:20][CH3:21])=[O:18])[CH2:7][CH2:6][CH2:5][CH2:4][CH2:3][CH2:2]1.[CH2:24]([O:28][CH2:29][CH2:30][O:31][C:32]1[CH:37]=[CH:36][C:35](OB(O)O)=[CH:34][CH:33]=1)[CH2:25][CH2:26][CH3:27].C(=O)([O-])[O-].[K+].[K+]. Product: [N:1]1([C:8]2[CH:13]=[CH:12][C:11]([C:35]3[CH:36]=[CH:37][C:32]([O:31][CH2:30][CH2:29][O:28][CH2:24][CH2:25][CH2:26][CH3:27])=[CH:33][CH:34]=3)=[CH:10][C:9]=2/[CH:15]=[C:16](\[CH2:22][CH3:23])/[C:17]([O:19][CH2:20][CH3:21])=[O:18])[CH2:7][CH2:6][CH2:5][CH2:4][CH2:3][CH2:2]1. The catalyst class is: 460. (4) Product: [O:1]1[CH2:6][CH2:5][N:4]([C:7]2[CH:12]=[C:11]([CH2:13][NH2:14])[CH:10]=[C:9]([C:15]3[CH:16]=[CH:17][C:18]([C:21]([F:24])([F:22])[F:23])=[CH:19][CH:20]=3)[N:8]=2)[CH2:3][CH2:2]1. The catalyst class is: 27. Reactant: [O:1]1[CH2:6][CH2:5][N:4]([C:7]2[CH:12]=[C:11]([C:13]#[N:14])[CH:10]=[C:9]([C:15]3[CH:20]=[CH:19][C:18]([C:21]([F:24])([F:23])[F:22])=[CH:17][CH:16]=3)[N:8]=2)[CH2:3][CH2:2]1.[H-].[H-].[H-].[H-].[Li+].[Al+3]. (5) Reactant: [CH:1]12[NH:9][CH:5]([CH2:6][CH2:7][CH2:8]1)[CH2:4][C:3]([C:10]1[NH:27][C:13]3=[N:14][CH:15]=[CH:16][C:17]([C:18]4[CH:23]=[C:22]([F:24])[CH:21]=[CH:20][C:19]=4[O:25][CH3:26])=[C:12]3[CH:11]=1)=[CH:2]2.C(N(CC)CC)C.[CH3:35][S:36](Cl)(=[O:38])=[O:37].O. Product: [F:24][C:22]1[CH:21]=[CH:20][C:19]([O:25][CH3:26])=[C:18]([C:17]2[CH:16]=[CH:15][N:14]=[C:13]3[NH:27][C:10]([C:3]4[CH2:4][CH:5]5[N:9]([S:36]([CH3:35])(=[O:38])=[O:37])[CH:1]([CH2:8][CH2:7][CH2:6]5)[CH:2]=4)=[CH:11][C:12]=23)[CH:23]=1. The catalyst class is: 9. (6) Reactant: Cl[C:2]1[C:3]2[CH:10]=[C:9]([C:11]3[CH:16]=[CH:15][C:14]([O:17][CH3:18])=[CH:13][CH:12]=3)[NH:8][C:4]=2[N:5]=[CH:6][N:7]=1.[Br-].[C:20](=[O:23])([O-])[O-].[Cs+].[Cs+]. Product: [CH:9]([N:8]1[C:4]2[N:5]=[CH:6][N:7]=[C:2]([N:5]3[CH2:6][CH2:20][O:23][CH2:3][CH2:4]3)[C:3]=2[CH:10]=[C:9]1[C:11]1[CH:16]=[CH:15][C:14]([O:17][CH3:18])=[CH:13][CH:12]=1)([CH3:11])[CH3:10]. The catalyst class is: 287.